This data is from Full USPTO retrosynthesis dataset with 1.9M reactions from patents (1976-2016). The task is: Predict the reactants needed to synthesize the given product. (1) Given the product [NH2:1][C:2]1[N:7]=[CH:6][N:5]=[C:4]2[N:8]([CH:14]([C:16]3[C:17]([O:32][CH3:33])=[C:18]([CH:24]4[CH2:27][N:26]([CH2:28][C@@H:29]([OH:31])[CH3:30])[CH2:25]4)[C:19]([F:23])=[C:20]([CH:21]=3)[C:34]#[N:35])[CH3:15])[N:9]=[C:10]([CH:11]([F:13])[F:12])[C:3]=12, predict the reactants needed to synthesize it. The reactants are: [NH2:1][C:2]1[N:7]=[CH:6][N:5]=[C:4]2[N:8]([CH:14]([C:16]3[C:17]([O:32][CH3:33])=[C:18]([CH:24]4[CH2:27][N:26]([CH2:28][C@@H:29]([OH:31])[CH3:30])[CH2:25]4)[C:19]([F:23])=[C:20](Cl)[CH:21]=3)[CH3:15])[N:9]=[C:10]([CH:11]([F:13])[F:12])[C:3]=12.[CH3:34][N:35]1CCCC1=O. (2) Given the product [CH3:12][C:7]1([CH3:13])[C:8](=[O:11])[C:9]2[C:5](=[CH:4][CH:3]=[C:2]([C:14]#[N:15])[CH:10]=2)[CH2:6]1, predict the reactants needed to synthesize it. The reactants are: Br[C:2]1[CH:10]=[C:9]2[C:5]([CH2:6][C:7]([CH3:13])([CH3:12])[C:8]2=[O:11])=[CH:4][CH:3]=1.[C:14]([Cu])#[N:15].CCOC(C)=O.O.